This data is from Experimentally validated miRNA-target interactions with 360,000+ pairs, plus equal number of negative samples. The task is: Binary Classification. Given a miRNA mature sequence and a target amino acid sequence, predict their likelihood of interaction. The protein sequence of the target gene is MPLSTAGILSSSSAASNRSRNKARYRTKAVSSEVDESLFGDIKSPAQGQSDSPIVLLRDKHTLQKTLTALGLDRKPETIQLITRDMVRELIVPTEDPSGESLIISPEEFERIKWASHVLTREELEARDQAFKKEKEATMDAVMTRKKIMKQKEMVWNNNKKLSDLEEVAKERAQNLLQRANKLRMEQEEELKDMSKIILNAKCHAIRDAQILEKQQIQKELDTEEKRLDQMMEVERQKSIQRQEELERKRREERIRGRRQIVEQMEKNQEERSLLAEQREQEKEQMLEYMEQLQEEDLKD.... The miRNA is mmu-miR-129-5p with sequence CUUUUUGCGGUCUGGGCUUGC. Result: 0 (no interaction).